Dataset: Forward reaction prediction with 1.9M reactions from USPTO patents (1976-2016). Task: Predict the product of the given reaction. Given the reactants Cl[C:2]1[S:22][C:5]2=[N:6][C:7]([CH2:11][N:12]3[C:16]([Cl:17])=[CH:15][C:14]([C:18]([F:21])([F:20])[F:19])=[N:13]3)=[CH:8][C:9](=[O:10])[N:4]2[C:3]=1[C:23]([NH:25][CH2:26][CH3:27])=[O:24].[CH:28](B1OC(C)(C)C(C)(C)O1)=[CH2:29].C(=O)([O-])[O-].[Na+].[Na+], predict the reaction product. The product is: [Cl:17][C:16]1[N:12]([CH2:11][C:7]2[N:6]=[C:5]3[S:22][C:2]([CH:28]=[CH2:29])=[C:3]([C:23]([NH:25][CH2:26][CH3:27])=[O:24])[N:4]3[C:9](=[O:10])[CH:8]=2)[N:13]=[C:14]([C:18]([F:21])([F:20])[F:19])[CH:15]=1.